Dataset: Full USPTO retrosynthesis dataset with 1.9M reactions from patents (1976-2016). Task: Predict the reactants needed to synthesize the given product. (1) Given the product [CH3:1][C:2]1([CH3:17])[O:6][C@@H:5]2[C@H:7]([C:11]3[CH:16]=[CH:15][CH:14]=[CH:13][CH:12]=3)[O:8][C@@H:9]([N:35]3[C:31]4[N:32]=[CH:33][N:34]=[C:29]([CH3:28])[C:30]=4[CH:37]=[CH:36]3)[C@@H:4]2[O:3]1, predict the reactants needed to synthesize it. The reactants are: [CH3:1][C:2]1([CH3:17])[O:6][C@@H:5]2[C@H:7]([C:11]3[CH:16]=[CH:15][CH:14]=[CH:13][CH:12]=3)[O:8][C@@H:9](O)[C@@H:4]2[O:3]1.CN(P(N(C)C)N(C)C)C.[CH3:28][C:29]1[C:30]2[CH:37]=[CH:36][NH:35][C:31]=2[N:32]=[CH:33][N:34]=1.[OH-].[K+].C(N(CCOCCOC)CCOCCOC)COCCOC. (2) The reactants are: [C:1]1(=[C:8]([C:25]2[CH:30]=[CH:29][C:28]([OH:31])=[CH:27][CH:26]=2)[C:9]2[CH:14]=[CH:13][C:12](/[CH:15]=[CH:16]/[P:17](=[O:24])([O:21]CC)[O:18][CH2:19][CH3:20])=[CH:11][CH:10]=2)[CH2:7][CH2:6][CH2:5][CH2:4][CH2:3][CH2:2]1.[OH-].[Na+]. Given the product [C:1]1(=[C:8]([C:25]2[CH:30]=[CH:29][C:28]([OH:31])=[CH:27][CH:26]=2)[C:9]2[CH:14]=[CH:13][C:12](/[CH:15]=[CH:16]/[P:17](=[O:21])([OH:24])[O:18][CH2:19][CH3:20])=[CH:11][CH:10]=2)[CH2:7][CH2:6][CH2:5][CH2:4][CH2:3][CH2:2]1, predict the reactants needed to synthesize it. (3) Given the product [C:22]1([CH:28]([C:31]2[CH:32]=[CH:33][CH:34]=[CH:35][CH:36]=2)[CH2:29][S:1][C:2]2[S:3][C:4]3[CH2:14][CH2:13][C:12]4[C:7](=[CH:8][C:9]([O:15][CH2:16][C:17]([OH:19])=[O:18])=[CH:10][CH:11]=4)[C:5]=3[N:6]=2)[CH:27]=[CH:26][CH:25]=[CH:24][CH:23]=1, predict the reactants needed to synthesize it. The reactants are: [SH:1][C:2]1[S:3][C:4]2[CH2:14][CH2:13][C:12]3[C:7](=[CH:8][C:9]([O:15][CH2:16][C:17]([O:19]CC)=[O:18])=[CH:10][CH:11]=3)[C:5]=2[N:6]=1.[C:22]1([CH:28]([C:31]2[CH:36]=[CH:35][CH:34]=[CH:33][CH:32]=2)[CH2:29]I)[CH:27]=[CH:26][CH:25]=[CH:24][CH:23]=1. (4) Given the product [CH2:1]([C:5]1[N:6]([CH3:22])[C:7](=[O:20])[N:8]([C:10]2[CH:15]=[CH:14][CH:13]=[CH:12][C:11]=2[C:16]([F:19])([F:17])[F:18])[CH:9]=1)[CH:2]([CH3:4])[CH3:3], predict the reactants needed to synthesize it. The reactants are: [CH2:1]([C:5]1[NH:6][C:7](=[O:20])[N:8]([C:10]2[CH:15]=[CH:14][CH:13]=[CH:12][C:11]=2[C:16]([F:19])([F:18])[F:17])[CH:9]=1)[CH:2]([CH3:4])[CH3:3].I[CH3:22].